This data is from Full USPTO retrosynthesis dataset with 1.9M reactions from patents (1976-2016). The task is: Predict the reactants needed to synthesize the given product. Given the product [C:1]([O:5][C:6](=[O:7])[NH:8][CH:9]([C:10](=[O:12])[NH:33][C:34]1([C:39]#[N:40])[CH2:38][CH2:37][CH2:36][CH2:35]1)[CH2:13][C:14]([CH3:17])([CH3:16])[CH3:15])([CH3:2])([CH3:3])[CH3:4], predict the reactants needed to synthesize it. The reactants are: [C:1]([O:5][C:6]([NH:8][CH:9]([CH2:13][C:14]([CH3:17])([CH3:16])[CH3:15])[C:10]([OH:12])=O)=[O:7])([CH3:4])([CH3:3])[CH3:2].CN1CCOCC1.ClC(OCC(C)C)=O.[NH2:33][C:34]1([C:39]#[N:40])[CH2:38][CH2:37][CH2:36][CH2:35]1.